Dataset: Forward reaction prediction with 1.9M reactions from USPTO patents (1976-2016). Task: Predict the product of the given reaction. (1) Given the reactants [I-].[CH:2]1[C:12]2[CH2:11][CH2:10][C:9]3[CH:13]=[CH:14][CH:15]=[CH:16][C:8]=3[NH:7][C:6]=2[CH:5]=[CH:4][C:3]=1[CH2:17][N+]1(C)CCCCC1.[C:25]([O-:28])(=[O:27])[CH3:26].[Li+], predict the reaction product. The product is: [CH:2]1[C:12]2[CH2:11][CH2:10][C:9]3[CH:13]=[CH:14][CH:15]=[CH:16][C:8]=3[NH:7][C:6]=2[CH:5]=[CH:4][C:3]=1[CH2:17][O:28][C:25](=[O:27])[CH3:26]. (2) Given the reactants [CH2:1]([C:3]1[O:4][C:5]([C:8]2[CH:13]=[CH:12][C:11]([NH2:14])=[CH:10][CH:9]=2)=[CH:6][N:7]=1)[CH3:2].C([N:23]=[C:24]=[S:25])(=O)C1C=CC=CC=1.C(=O)([O-])[O-].[K+].[K+], predict the reaction product. The product is: [CH2:1]([C:3]1[O:4][C:5]([C:8]2[CH:13]=[CH:12][C:11]([NH:14][C:24]([NH2:23])=[S:25])=[CH:10][CH:9]=2)=[CH:6][N:7]=1)[CH3:2]. (3) The product is: [CH:32]1([NH:37][CH2:27][C:23]2[CH:22]=[C:21]([C:18]3[CH:19]=[C:20]4[C:15](=[C:16]([C:29]([NH2:31])=[O:30])[CH:17]=3)[NH:14][CH:13]=[C:12]4[CH:9]3[CH2:8][CH2:7][N:6]([S:3]([CH2:1][CH3:2])(=[O:4])=[O:5])[CH2:11][CH2:10]3)[CH:26]=[CH:25][CH:24]=2)[CH2:36][CH2:35][CH2:34][CH2:33]1. Given the reactants [CH2:1]([S:3]([N:6]1[CH2:11][CH2:10][CH:9]([C:12]2[C:20]3[C:15](=[C:16]([C:29]([NH2:31])=[O:30])[CH:17]=[C:18]([C:21]4[CH:26]=[CH:25][CH:24]=[C:23]([CH:27]=O)[CH:22]=4)[CH:19]=3)[NH:14][CH:13]=2)[CH2:8][CH2:7]1)(=[O:5])=[O:4])[CH3:2].[CH:32]1([NH2:37])[CH2:36][CH2:35][CH2:34][CH2:33]1.[BH-](OC(C)=O)(OC(C)=O)OC(C)=O.[Na+], predict the reaction product. (4) Given the reactants [Cl:1][C:2]1[CH:22]=[C:21]([Cl:23])[CH:20]=[CH:19][C:3]=1[CH2:4][O:5][C:6]1[CH:18]=[CH:17][C:9]2[CH:10]([C:13]([O:15][CH3:16])=[O:14])[CH2:11][O:12][C:8]=2[CH:7]=1.[H-].[Na+].C=[O:27], predict the reaction product. The product is: [Cl:1][C:2]1[CH:22]=[C:21]([Cl:23])[CH:20]=[CH:19][C:3]=1[CH2:4][O:5][C:6]1[CH:18]=[CH:17][C:9]2[C:10]([OH:27])([C:13]([O:15][CH3:16])=[O:14])[CH2:11][O:12][C:8]=2[CH:7]=1. (5) Given the reactants [C:1]1([CH:7]([C:13]2[CH:18]=[CH:17][CH:16]=[CH:15][CH:14]=2)[C:8]([N:10]=[C:11]=[O:12])=[O:9])[CH:6]=[CH:5][CH:4]=[CH:3][CH:2]=1.[CH:19]1([CH2:22][OH:23])[CH2:21][CH2:20]1, predict the reaction product. The product is: [CH:19]1([CH2:22][O:23][C:11](=[O:12])[NH:10][C:8](=[O:9])[CH:7]([C:1]2[CH:6]=[CH:5][CH:4]=[CH:3][CH:2]=2)[C:13]2[CH:18]=[CH:17][CH:16]=[CH:15][CH:14]=2)[CH2:21][CH2:20]1. (6) The product is: [NH2:26][CH2:25][CH2:24][NH:27][C:12]1[CH:13]=[C:14]([C:15]2[NH:16][CH:17]=[CH:18][CH:19]=2)[C:5]2[C:6](=[O:11])[NH:7][C:8]3[C:4]=2[C:3]=1[C:2]([F:1])=[CH:10][CH:9]=3. Given the reactants [F:1][C:2]1[C:3](/[C:12](/I)=[CH:13]/[C:14](=O)[C:15]2[NH:16][CH:17]=[CH:18][CH:19]=2)=[C:4]2[C:8](=[CH:9][CH:10]=1)[NH:7][C:6](=[O:11])[CH2:5]2.[H-].[Na+].[CH2:24]([NH2:27])[CH2:25][NH2:26], predict the reaction product. (7) Given the reactants [CH3:1][C:2]1[C:19]([CH3:20])=[CH:18][C:5]2[NH:6][C:7]([C:9]3[C:13]4[CH2:14][NH:15][CH2:16][CH2:17][C:12]=4[NH:11][N:10]=3)=[N:8][C:4]=2[CH:3]=1.[CH:21]([N:24]([CH:27](C)C)CC)([CH3:23])[CH3:22].CN(C)C(Cl)=[O:33], predict the reaction product. The product is: [CH:21]([NH:24][C:27]([N:15]1[CH2:16][CH2:17][C:12]2[NH:11][N:10]=[C:9]([C:7]3[NH:6][C:5]4[CH:18]=[C:19]([CH3:20])[C:2]([CH3:1])=[CH:3][C:4]=4[N:8]=3)[C:13]=2[CH2:14]1)=[O:33])([CH3:23])[CH3:22]. (8) Given the reactants C[O:2][C:3](=O)[C:4]1[C:9]([CH3:10])=[CH:8][C:7]([F:11])=[CH:6][C:5]=1[C:12]#[N:13].BrN1C(=O)CCC1=O.C(OOC(=O)C1C=CC=CC=1)(=O)C1C=CC=CC=1.C(N(CC)CC)C.[N:48]1([CH2:54][CH2:55][CH2:56][NH2:57])[CH2:53][CH2:52][O:51][CH2:50][CH2:49]1, predict the reaction product. The product is: [F:11][C:7]1[CH:6]=[C:5]([C:12]#[N:13])[C:4]2[C:3](=[O:2])[N:57]([CH2:56][CH2:55][CH2:54][N:48]3[CH2:53][CH2:52][O:51][CH2:50][CH2:49]3)[CH2:10][C:9]=2[CH:8]=1. (9) Given the reactants [CH2:1]([O:3][C:4]([C:6]1[C:7]([OH:22])=[C:8]2[C:14]([C:15]3[CH:20]=[CH:19][C:18]([F:21])=[CH:17][CH:16]=3)=[N:13][S:12][C:9]2=[CH:10][N:11]=1)=[O:5])[CH3:2].CC1C=C(C)N=C(C)C=1.CC1C([IH+:39])=C(C)N=C(C)C=1.F[P-](F)(F)(F)(F)F, predict the reaction product. The product is: [CH2:1]([O:3][C:4]([C:6]1[C:7]([OH:22])=[C:8]2[C:14]([C:15]3[CH:20]=[CH:19][C:18]([F:21])=[CH:17][CH:16]=3)=[N:13][S:12][C:9]2=[C:10]([I:39])[N:11]=1)=[O:5])[CH3:2]. (10) Given the reactants [C:1]([O:5][C:6]([N:8]1[CH2:13][CH2:12][NH:11][C:10](=[O:14])[CH:9]1[CH:15]([CH3:17])[CH3:16])=[O:7])([CH3:4])([CH3:3])[CH3:2].[H-].[Na+].Br[CH2:21][C:22]1[N:23]([CH3:48])[C:24]2[C:29]([N:30]=1)=[C:28]([N:31]1[CH2:36][CH2:35][O:34][CH2:33][CH2:32]1)[N:27]=[C:26]([N:37]1[C:41]3[CH:42]=[CH:43][CH:44]=[CH:45][C:40]=3[N:39]=[C:38]1[CH2:46][CH3:47])[N:25]=2, predict the reaction product. The product is: [C:1]([O:5][C:6]([N:8]1[CH2:13][CH2:12][N:11]([CH2:21][C:22]2[N:23]([CH3:48])[C:24]3[C:29]([N:30]=2)=[C:28]([N:31]2[CH2:32][CH2:33][O:34][CH2:35][CH2:36]2)[N:27]=[C:26]([N:37]2[C:41]4[CH:42]=[CH:43][CH:44]=[CH:45][C:40]=4[N:39]=[C:38]2[CH2:46][CH3:47])[N:25]=3)[C:10](=[O:14])[CH:9]1[CH:15]([CH3:17])[CH3:16])=[O:7])([CH3:4])([CH3:3])[CH3:2].